From a dataset of Catalyst prediction with 721,799 reactions and 888 catalyst types from USPTO. Predict which catalyst facilitates the given reaction. Reactant: C[Si]([N-][Si](C)(C)C)(C)C.[Li+].[N:11]1[CH:16]=[CH:15][C:14]([CH3:17])=[CH:13][CH:12]=1.[O:18]1[CH:22]=[CH:21][CH:20]=[C:19]1[C:23](OCC)=[O:24].CCCCCC. Product: [O:18]1[CH:22]=[CH:21][CH:20]=[C:19]1[C:23](=[O:24])[CH2:17][C:14]1[CH:15]=[CH:16][N:11]=[CH:12][CH:13]=1. The catalyst class is: 7.